This data is from Reaction yield outcomes from USPTO patents with 853,638 reactions. The task is: Predict the reaction yield, written as a fraction of the theoretical maximum amount of product (1.0 means a 100% yield; for example, 0.34 means a 34% yield). (1) The reactants are [N+:1]([C:4]1[CH:9]=[CH:8][C:7]([NH:10][CH:11]2[CH2:16][CH2:15][CH:14]([OH:17])[CH2:13][CH2:12]2)=[CH:6][C:5]=1[C:18]([F:21])([F:20])[F:19])([O-:3])=[O:2].[H-].[Na+].[C:24]([O:28][C:29](=[O:32])[CH2:30]Br)([CH3:27])([CH3:26])[CH3:25]. The catalyst is C1COCC1. The product is [C:24]([O:28][C:29](=[O:32])[CH2:30][O:17][CH:14]1[CH2:15][CH2:16][CH:11]([NH:10][C:7]2[CH:8]=[CH:9][C:4]([N+:1]([O-:3])=[O:2])=[C:5]([C:18]([F:19])([F:20])[F:21])[CH:6]=2)[CH2:12][CH2:13]1)([CH3:27])([CH3:26])[CH3:25]. The yield is 0.360. (2) The reactants are [NH2:1][C:2]1[C:7]([C:8]([C:10]2[S:11][CH:12]=[CH:13][CH:14]=2)=O)=[CH:6][CH:5]=[CH:4][N:3]=1.C(OC([NH:22][CH:23]([C:38]1[S:39][C:40]([Cl:43])=[CH:41][CH:42]=1)[C:24](OC1C(F)=C(F)C(F)=C(F)C=1F)=[O:25])=O)(C)(C)C. The catalyst is ClCCCl. The product is [Cl:43][C:40]1[S:39][C:38]([CH:23]2[C:24](=[O:25])[NH:1][C:2]3[N:3]=[CH:4][CH:5]=[CH:6][C:7]=3[C:8]([C:10]3[S:11][CH:12]=[CH:13][CH:14]=3)=[N:22]2)=[CH:42][CH:41]=1. The yield is 0.530. (3) No catalyst specified. The yield is 0.800. The product is [CH2:1]([O:8][C:9]1[CH:14]=[CH:13][C:12]([N:15]2[CH2:20][CH2:19][NH:18][CH2:17][C:16]2=[O:28])=[CH:11][CH:10]=1)[CH2:2][CH2:3][CH2:4][CH2:5][CH2:6][CH3:7]. The reactants are [CH2:1]([O:8][C:9]1[CH:14]=[CH:13][C:12]([N:15]2[CH2:20][CH2:19][N:18](C(OC(C)(C)C)=O)[CH2:17][C:16]2=[O:28])=[CH:11][CH:10]=1)[CH2:2][CH2:3][CH2:4][CH2:5][CH2:6][CH3:7].Cl.O1CCOCC1. (4) The yield is 0.150. The product is [CH3:11][C:10]1[C:2]([B:13]2[O:17][C:16]([CH3:19])([CH3:18])[C:15]([CH3:21])([CH3:20])[O:14]2)=[C:3]2[C:7](=[C:8]([CH3:12])[CH:9]=1)[NH:6][CH:5]=[CH:4]2. The catalyst is COCCOC.O.C1C=CC(P(C2C=CC=CC=2)[C-]2C=CC=C2)=CC=1.C1C=CC(P(C2C=CC=CC=2)[C-]2C=CC=C2)=CC=1.Cl[Pd]Cl.[Fe+2]. The reactants are Br[C:2]1[C:10]([CH3:11])=[CH:9][C:8]([CH3:12])=[C:7]2[C:3]=1[CH:4]=[CH:5][NH:6]2.[B:13]1([B:13]2[O:17][C:16]([CH3:19])([CH3:18])[C:15]([CH3:21])([CH3:20])[O:14]2)[O:17][C:16]([CH3:19])([CH3:18])[C:15]([CH3:21])([CH3:20])[O:14]1.CC([O-])=O.[K+]. (5) The reactants are C[O:2][C:3]1[C:4]2[C:5]3[N:16]=[CH:15][S:14][C:6]=3[NH:7][C:8](=[O:13])[C:9]=2[CH:10]=[CH:11][CH:12]=1.B(Br)(Br)Br. The catalyst is C(Cl)Cl. The product is [OH:2][C:3]1[C:4]2[C:5]3[N:16]=[CH:15][S:14][C:6]=3[NH:7][C:8](=[O:13])[C:9]=2[CH:10]=[CH:11][CH:12]=1. The yield is 0.900. (6) The reactants are Cl[C:2]1[CH:7]=[CH:6][C:5]([N+:8]([O-:10])=[O:9])=[CH:4][C:3]=1[O:11][CH3:12].[CH3:13][C:14]1[N:15]=[CH:16][NH:17][CH:18]=1.[OH-].[K+]. The catalyst is CS(C)=O. The product is [CH3:12][O:11][C:3]1[CH:4]=[C:5]([N+:8]([O-:10])=[O:9])[CH:6]=[CH:7][C:2]=1[N:17]1[CH:18]=[C:14]([CH3:13])[N:15]=[CH:16]1. The yield is 0.450. (7) The reactants are C([O:3][C:4]([C@@H:6]1[C@@H:8]([C:9](=[O:30])[NH:10][C@@H:11]([CH2:24][C:25]2[NH:29][CH:28]=[N:27][CH:26]=2)[C:12]([NH:14][C:15]2[C:20]([CH3:21])=[CH:19][C:18]([CH3:22])=[CH:17][C:16]=2[CH3:23])=[O:13])[O:7]1)=[O:5])C.[Li+].[OH-]. The catalyst is CO.O. The product is [NH:29]1[C:25]([CH2:24][C@H:11]([NH:10][C:9]([C@H:8]2[O:7][C@@H:6]2[C:4]([OH:5])=[O:3])=[O:30])[C:12]([NH:14][C:15]2[C:16]([CH3:23])=[CH:17][C:18]([CH3:22])=[CH:19][C:20]=2[CH3:21])=[O:13])=[CH:26][N:27]=[CH:28]1. The yield is 0.542. (8) The reactants are [OH:1][C:2]1[CH:11]=[CH:10][C:5]([C:6]([O:8][CH3:9])=[O:7])=[CH:4][CH:3]=1.[I:12]Cl. The catalyst is C(O)(=O)C. The product is [OH:1][C:2]1[CH:3]=[CH:4][C:5]([C:6]([O:8][CH3:9])=[O:7])=[CH:10][C:11]=1[I:12]. The yield is 0.903. (9) The reactants are [I:1][C:2]1[N:3]=[C:4]([C@@H:8]2[CH2:12][CH2:11][C@H:10]([CH3:13])[N:9]2[C:14]([O:16][C:17]([CH3:20])([CH3:19])[CH3:18])=[O:15])[NH:5][C:6]=1I.S([O-])([O-])(=O)=S.[Na+].[Na+]. The catalyst is C(O)C.O. The yield is 0.730. The product is [I:1][C:2]1[NH:3][C:4]([C@@H:8]2[CH2:12][CH2:11][C@H:10]([CH3:13])[N:9]2[C:14]([O:16][C:17]([CH3:18])([CH3:20])[CH3:19])=[O:15])=[N:5][CH:6]=1.